Task: Regression. Given two drug SMILES strings and cell line genomic features, predict the synergy score measuring deviation from expected non-interaction effect.. Dataset: Merck oncology drug combination screen with 23,052 pairs across 39 cell lines (1) Drug 1: O=P1(N(CCCl)CCCl)NCCCO1. Drug 2: Cn1c(=O)n(-c2ccc(C(C)(C)C#N)cc2)c2c3cc(-c4cnc5ccccc5c4)ccc3ncc21. Cell line: SKOV3. Synergy scores: synergy=11.7. (2) Drug 1: CN(Cc1cnc2nc(N)nc(N)c2n1)c1ccc(C(=O)NC(CCC(=O)O)C(=O)O)cc1. Drug 2: O=C(O)C1(Cc2cccc(Nc3nccs3)n2)CCC(Oc2cccc(Cl)c2F)CC1. Cell line: NCIH520. Synergy scores: synergy=-14.3.